This data is from Full USPTO retrosynthesis dataset with 1.9M reactions from patents (1976-2016). The task is: Predict the reactants needed to synthesize the given product. (1) Given the product [CH3:10][O:11][C:12]1[CH:17]=[CH:16][C:15]([O:18][CH3:19])=[CH:14][C:13]=1[C:20]1[CH:21]=[CH:22][C:23](/[C:26](/[CH3:33])=[CH:27]/[CH2:28][OH:29])=[CH:24][CH:25]=1, predict the reactants needed to synthesize it. The reactants are: CC(C[AlH]CC(C)C)C.[CH3:10][O:11][C:12]1[CH:17]=[CH:16][C:15]([O:18][CH3:19])=[CH:14][C:13]=1[C:20]1[CH:25]=[CH:24][C:23](/[C:26](/[CH3:33])=[CH:27]/[C:28](OCC)=[O:29])=[CH:22][CH:21]=1. (2) Given the product [CH2:1]([N:3]([CH2:4][CH2:5][C:6]1[CH:11]=[CH:10][CH:9]=[CH:8][N:7]=1)[C:21](=[O:22])[CH2:20][CH2:19][C:16]1[CH:17]=[CH:18][C:13]([OH:12])=[CH:14][CH:15]=1)[CH3:2], predict the reactants needed to synthesize it. The reactants are: [CH2:1]([NH:3][CH2:4][CH2:5][C:6]1[CH:11]=[CH:10][CH:9]=[CH:8][N:7]=1)[CH3:2].[OH:12][C:13]1[CH:18]=[CH:17][C:16]([CH2:19][CH2:20][C:21](O)=[O:22])=[CH:15][CH:14]=1.F[B-](F)(F)F.N1(OC(N(C)C)=[N+](C)C)C2C=CC=CC=2N=N1.C(N(C(C)C)CC)(C)C.